This data is from Catalyst prediction with 721,799 reactions and 888 catalyst types from USPTO. The task is: Predict which catalyst facilitates the given reaction. (1) The catalyst class is: 8. Reactant: [Na].[CH2:2]([O:4][C:5](=[O:10])[CH2:6][C:7]([CH3:9])=[O:8])[CH3:3].[Cl:11][C:12]1[CH:13]=[C:14]([CH:17]=[C:18]([Cl:20])[CH:19]=1)[CH2:15]Cl. Product: [Cl:11][C:12]1[CH:13]=[C:14]([CH:17]=[C:18]([Cl:20])[CH:19]=1)[CH2:15][CH:6]([C:7](=[O:8])[CH3:9])[C:5]([O:4][CH2:2][CH3:3])=[O:10]. (2) Reactant: [C:1]([O:5][C:6]([N:8]1[CH2:17][CH2:16][C:15]2[C:10](=[CH:11][CH:12]=[C:13]([OH:18])[CH:14]=2)[CH:9]1[C:19]([OH:21])=[O:20])=[O:7])([CH3:4])([CH3:3])[CH3:2].O[Li].O.[CH3:25]OS(OC)(=O)=O. Product: [OH:18][C:13]1[CH:14]=[C:15]2[C:10](=[CH:11][CH:12]=1)[CH:9]([C:19]([O:21][CH3:25])=[O:20])[N:8]([C:6]([O:5][C:1]([CH3:4])([CH3:2])[CH3:3])=[O:7])[CH2:17][CH2:16]2. The catalyst class is: 1. (3) Reactant: [CH:1]([NH:4][C:5]([C:7]1[CH:12]=[CH:11][C:10]([C:13]2[CH:18]=[CH:17][C:16]([CH2:19][C@H:20]([NH:35][C:36]([C@H:38]3[CH2:43][CH2:42][C@H:41]([CH2:44][NH:45]C(=O)OC(C)(C)C)[CH2:40][CH2:39]3)=[O:37])[C:21]([NH:23][C:24]3[CH:34]=[CH:33][C:27]4[N:28]([CH3:32])[C:29](=[O:31])[NH:30][C:26]=4[CH:25]=3)=[O:22])=[CH:15][CH:14]=2)=[C:9]([CH3:53])[CH:8]=1)=[O:6])([CH3:3])[CH3:2].[ClH:54]. Product: [ClH:54].[NH2:45][CH2:44][C@H:41]1[CH2:40][CH2:39][C@H:38]([C:36]([NH:35][C@H:20]([C:21]([NH:23][C:24]2[CH:34]=[CH:33][C:27]3[N:28]([CH3:32])[C:29](=[O:31])[NH:30][C:26]=3[CH:25]=2)=[O:22])[CH2:19][C:16]2[CH:15]=[CH:14][C:13]([C:10]3[CH:11]=[CH:12][C:7]([C:5]([NH:4][CH:1]([CH3:2])[CH3:3])=[O:6])=[CH:8][C:9]=3[CH3:53])=[CH:18][CH:17]=2)=[O:37])[CH2:43][CH2:42]1. The catalyst class is: 169.